Task: Regression/Classification. Given a drug SMILES string, predict its absorption, distribution, metabolism, or excretion properties. Task type varies by dataset: regression for continuous measurements (e.g., permeability, clearance, half-life) or binary classification for categorical outcomes (e.g., BBB penetration, CYP inhibition). Dataset: cyp3a4_veith.. Dataset: CYP3A4 inhibition data for predicting drug metabolism from PubChem BioAssay (1) The drug is CC(C)(O)c1cn(-c2nonc2N)nn1. The result is 0 (non-inhibitor). (2) The compound is C[C@@H]1CC[C@H]2C(=O)N3[C@H](CC[C@@H](C)[C@@H]3c3ccc(-c4ccco4)cc3)C(=O)N2[C@H]1c1ccc(-c2ccco2)cc1. The result is 0 (non-inhibitor). (3) The drug is NC(N)=NOCC[C@H](N)C(=O)O.O.O=S(=O)(O)O. The result is 0 (non-inhibitor).